From a dataset of Forward reaction prediction with 1.9M reactions from USPTO patents (1976-2016). Predict the product of the given reaction. (1) Given the reactants [CH3:1][CH:2]([CH3:30])[CH2:3][CH:4]([C:15]1[CH:20]=[CH:19][C:18]([N:21]2[CH:25]=[C:24]([C:26]([F:29])([F:28])[F:27])[N:23]=[CH:22]2)=[CH:17][CH:16]=1)[O:5][C:6]1[CH:14]=[CH:13][C:9]([C:10](O)=[O:11])=[CH:8][CH:7]=1.Cl.[CH3:32][NH:33]CCC(O)=O.Cl.C(N=C=NCCCN(C)C)C.ON1C2N=CC=CC=2N=N1.[C:61]([O:64][CH2:65]C)(=[O:63])[CH3:62], predict the reaction product. The product is: [CH3:30][CH:2]([CH3:1])[CH2:3][CH:4]([C:15]1[CH:16]=[CH:17][C:18]([N:21]2[CH:25]=[C:24]([C:26]([F:27])([F:28])[F:29])[N:23]=[CH:22]2)=[CH:19][CH:20]=1)[O:5][C:6]1[CH:14]=[CH:13][C:9]([C:10]([NH:33][CH2:32][CH2:62][C:61]([O:64][CH3:65])=[O:63])=[O:11])=[CH:8][CH:7]=1. (2) Given the reactants [CH3:1][O:2][C:3]1[C:4](=O)[CH:5]=[C:6]([CH3:12])[C:7](=[O:11])[C:8]=1[O:9][CH3:10].S(S([O-])=O)([O-])=O.[Na+].[Na+].Cl.[CH3:23]C1C(O)=C(OC)C(OC)=C(O)C=1.S([O:41][CH3:42])(OC)(=O)=O, predict the reaction product. The product is: [CH3:23][O:11][C:7]1[C:8]([O:9][CH3:10])=[C:3]([O:2][CH3:1])[C:4]([O:41][CH3:42])=[CH:5][C:6]=1[CH3:12]. (3) The product is: [CH2:1]([O:3][C:4]([C:6]1[CH:10]=[C:9]([CH2:11][CH2:12][CH3:13])[N:8]([CH2:14][C:15]2[CH:20]=[CH:19][C:18]([C:31]3[CH:32]=[CH:33][CH:34]=[CH:35][C:30]=3[S:27](=[O:29])(=[O:28])[NH2:26])=[CH:17][CH:16]=2)[N:7]=1)=[O:5])[CH3:2]. Given the reactants [CH2:1]([O:3][C:4]([C:6]1[CH:10]=[C:9]([CH2:11][CH2:12][CH3:13])[N:8]([CH2:14][C:15]2[CH:20]=[CH:19][C:18](Br)=[CH:17][CH:16]=2)[N:7]=1)=[O:5])[CH3:2].C([NH:26][S:27]([C:30]1[CH:35]=[CH:34][CH:33]=[CH:32][C:31]=1B1OC(C)(C)C(C)(C)O1)(=[O:29])=[O:28])(C)(C)C.C1(C)C=CC=CC=1.CCO.C(=O)([O-])[O-].[K+].[K+].C(O)(C(F)(F)F)=O, predict the reaction product. (4) Given the reactants [OH:1][C:2]1[C:7](C(O)=O)=[CH:6][N:5]=[C:4]2[N:11]([CH2:14][C:15]3[CH:20]=[CH:19][C:18]([O:21][CH3:22])=[CH:17][CH:16]=3)[N:12]=[CH:13][C:3]=12.O.C(OCC)(=O)C.C1COCC1.O, predict the reaction product. The product is: [CH3:22][O:21][C:18]1[CH:17]=[CH:16][C:15]([CH2:14][N:11]2[C:4]3[N:5]=[CH:6][CH:7]=[C:2]([OH:1])[C:3]=3[CH:13]=[N:12]2)=[CH:20][CH:19]=1. (5) Given the reactants [CH3:1][O:2][C:3]1[CH:12]=[C:11]([N:13]2[C:18](=[O:19])[C@H:17]3[CH2:20][C@@H:14]2[CH2:15][CH2:16]3)[CH:10]=[CH:9][C:4]=1[C:5]([O:7]C)=[O:6].[OH-].[Ba+2].[OH-].C(O)(=O)C, predict the reaction product. The product is: [CH3:1][O:2][C:3]1[CH:12]=[C:11]([N:13]2[C:18](=[O:19])[C@H:17]3[CH2:20][C@@H:14]2[CH2:15][CH2:16]3)[CH:10]=[CH:9][C:4]=1[C:5]([OH:7])=[O:6]. (6) Given the reactants [NH2:1][C@@H:2]([CH2:6][CH2:7][CH2:8][C:9]([CH3:14])([N+:11]([O-:13])=[O:12])[CH3:10])[C:3]([OH:5])=[O:4].[C:15]([O:19][C:20](O[C:20]([O:19][C:15]([CH3:18])([CH3:17])[CH3:16])=[O:21])=[O:21])([CH3:18])([CH3:17])[CH3:16], predict the reaction product. The product is: [C:15]([O:19][C:20]([NH:1][C@@H:2]([CH2:6][CH2:7][CH2:8][C:9]([CH3:14])([N+:11]([O-:13])=[O:12])[CH3:10])[C:3]([OH:5])=[O:4])=[O:21])([CH3:18])([CH3:17])[CH3:16]. (7) The product is: [CH2:21]([O:20][C:15]1[CH:16]=[CH:17][CH:18]=[C:19]2[C:14]=1[CH:13]=[CH:12][N:11]2[S:8]([C:5]1[CH:4]=[CH:3][C:2]([CH3:1])=[CH:7][CH:6]=1)(=[O:10])=[O:9])[CH:29]=[CH2:30]. Given the reactants [CH3:1][C:2]1[CH:7]=[CH:6][C:5]([S:8]([N:11]2[C:19]3[CH:18]=[CH:17][CH:16]=[C:15]([OH:20])[C:14]=3[CH:13]=[CH:12]2)(=[O:10])=[O:9])=[CH:4][CH:3]=1.[CH3:21]N(C)C=O.C(O[CH2:29][CH3:30])C, predict the reaction product. (8) Given the reactants Br[C:2]1[N:3]=[C:4]([CH:22]2[CH2:24][CH2:23]2)[N:5]([CH2:14][O:15][CH2:16][CH2:17][Si:18]([CH3:21])([CH3:20])[CH3:19])[C:6]=1[C:7]1[CH:12]=[CH:11][N:10]=[C:9]([Cl:13])[N:8]=1.[F:25][C:26]1[C:32](B2OC(C)(C)C(C)(C)O2)=[CH:31][CH:30]=[CH:29][C:27]=1[NH2:28].C(=O)([O-])[O-].[Na+].[Na+].COCCOC, predict the reaction product. The product is: [Cl:13][C:9]1[N:8]=[C:7]([C:6]2[N:5]([CH2:14][O:15][CH2:16][CH2:17][Si:18]([CH3:21])([CH3:20])[CH3:19])[C:4]([CH:22]3[CH2:24][CH2:23]3)=[N:3][C:2]=2[C:32]2[C:26]([F:25])=[C:27]([CH:29]=[CH:30][CH:31]=2)[NH2:28])[CH:12]=[CH:11][N:10]=1. (9) Given the reactants Br[CH2:2][C:3]1[N:4]=[CH:5][S:6][C:7]=1[CH2:8]Br.Cl.Cl.[CH3:12][NH:13][NH:14][CH3:15].C(N(CC)CC)C, predict the reaction product. The product is: [CH3:12][N:13]1[CH2:2][C:3]2[N:4]=[CH:5][S:6][C:7]=2[CH2:8][N:14]1[CH3:15]. (10) Given the reactants [Cl:1][C:2]1[CH:11]=[CH:10][CH:9]=[C:8]2[C:3]=1[CH:4]=[CH:5][CH:6]=[C:7]2[C:12]([OH:14])=O.Cl.CN[O:18][CH3:19].C1C=C[C:23]2[N:28](O)N=NC=2C=1.CCN(C(C)C)C(C)C.CCN=C=NCCCN(C)C, predict the reaction product. The product is: [CH3:19][O:18][CH2:23][NH:28][C:12]([C:7]1[C:8]2[C:3](=[C:2]([Cl:1])[CH:11]=[CH:10][CH:9]=2)[CH:4]=[CH:5][CH:6]=1)=[O:14].